Dataset: Ames mutagenicity test results for genotoxicity prediction. Task: Regression/Classification. Given a drug SMILES string, predict its toxicity properties. Task type varies by dataset: regression for continuous values (e.g., LD50, hERG inhibition percentage) or binary classification for toxic/non-toxic outcomes (e.g., AMES mutagenicity, cardiotoxicity, hepatotoxicity). Dataset: ames. (1) The compound is C=C1CCC(O)CC1=CC=C1CCCC2(C)C1CCC2C(C)CCCC(C)C. The result is 0 (non-mutagenic). (2) The molecule is Cc1ccnc2ccccc12. The result is 1 (mutagenic).